Dataset: Full USPTO retrosynthesis dataset with 1.9M reactions from patents (1976-2016). Task: Predict the reactants needed to synthesize the given product. (1) Given the product [O:7]1[C:8]2[CH:13]=[CH:12][CH:11]=[CH:10][C:9]=2[C:5]([CH2:18][C:17]([OH:15])=[O:19])=[CH:6]1, predict the reactants needed to synthesize it. The reactants are: C(O[C:5]1[C:9]2[CH:10]=[CH:11][CH:12]=[CH:13][C:8]=2[O:7][C:6]=1C)(=O)C.[OH-:15].[Na+].[CH2:17]([OH:19])[CH3:18]. (2) The reactants are: [C:1]([O:5][C:6](=[O:40])[CH2:7][C@H:8]([NH:23][C:24](=[O:39])[CH:25]([N:28]1[CH:33]=[CH:32][CH:31]=[C:30]([NH:34][C:35](=[O:37])[CH3:36])[C:29]1=[O:38])[CH2:26][CH3:27])[C@H:9]([OH:22])[CH2:10][O:11][C:12]1[C:17]([F:18])=[C:16]([F:19])[CH:15]=[C:14]([F:20])[C:13]=1[F:21])([CH3:4])([CH3:3])[CH3:2].CC(OI1(OC(C)=O)(OC(C)=O)OC(=O)C2C1=CC=CC=2)=O.C(=O)([O-])O.[Na+].S([O-])([O-])(=O)=S.[Na+].[Na+]. Given the product [C:1]([O:5][C:6](=[O:40])[CH2:7][C@H:8]([NH:23][C:24](=[O:39])[C@@H:25]([N:28]1[CH:33]=[CH:32][CH:31]=[C:30]([NH:34][C:35](=[O:37])[CH3:36])[C:29]1=[O:38])[CH2:26][CH3:27])[C:9](=[O:22])[CH2:10][O:11][C:12]1[C:13]([F:21])=[C:14]([F:20])[CH:15]=[C:16]([F:19])[C:17]=1[F:18])([CH3:2])([CH3:3])[CH3:4], predict the reactants needed to synthesize it. (3) Given the product [CH2:2]([O:9][CH2:10][CH:11]1[CH2:16][CH2:15][CH:14]([C@H:17]2[CH2:21][CH2:20][CH2:19][N:18]2[C:22]2[C:31]([CH2:32][Cl:1])=[CH:30][C:29]3[C:24](=[CH:25][C:26]([F:35])=[C:27]([F:34])[CH:28]=3)[N:23]=2)[CH2:13][CH2:12]1)[C:3]1[CH:8]=[CH:7][CH:6]=[CH:5][CH:4]=1, predict the reactants needed to synthesize it. The reactants are: [Cl-:1].[CH2:2]([O:9][CH2:10][CH:11]1[CH2:16][CH2:15][CH:14]([C@H:17]2[CH2:21][CH2:20][CH2:19][N:18]2[C:22]2[C:31]([CH2:32]O)=[CH:30][C:29]3[C:24](=[CH:25][C:26]([F:35])=[C:27]([F:34])[CH:28]=3)[N:23]=2)[CH2:13][CH2:12]1)[C:3]1[CH:8]=[CH:7][CH:6]=[CH:5][CH:4]=1.C(N(CC)C(C)C)(C)C.O. (4) Given the product [N+:1]([C:4]1[CH:9]=[CH:8][CH:7]=[CH:6][C:5]=1[CH2:10][C:11]([O:13][CH3:19])=[O:12])([O-:3])=[O:2], predict the reactants needed to synthesize it. The reactants are: [N+:1]([C:4]1[CH:9]=[CH:8][CH:7]=[CH:6][C:5]=1[CH2:10][C:11]([OH:13])=[O:12])([O-:3])=[O:2].S(=O)(=O)(O)O.[CH3:19]O. (5) Given the product [C:1]([O:5][C:6](=[O:28])[NH:7][C:8]1[CH:13]=[CH:12][CH:11]=[C:10]([CH2:14][CH:15]2[CH:19]([OH:20])[CH2:18][NH:17][CH2:16]2)[N:9]=1)([CH3:4])([CH3:2])[CH3:3], predict the reactants needed to synthesize it. The reactants are: [C:1]([O:5][C:6](=[O:28])[NH:7][C:8]1[CH:13]=[CH:12][CH:11]=[C:10]([CH2:14][CH:15]2[CH:19]([OH:20])[CH2:18][N:17](CC3C=CC=CC=3)[CH2:16]2)[N:9]=1)([CH3:4])([CH3:3])[CH3:2]. (6) Given the product [ClH:1].[ClH:39].[Cl:1][C:2]1[CH:7]=[CH:6][C:5]([C@@H:8]([CH2:9][NH:10][CH:18]([CH3:20])[CH3:19])[C:21]([N:23]2[CH2:28][CH2:27][N:26]([C:29]3[C:30]4[C@H:37]([CH3:38])[S:36][CH2:35][C:31]=4[N:32]=[CH:33][N:34]=3)[CH2:25][CH2:24]2)=[O:22])=[CH:4][CH:3]=1, predict the reactants needed to synthesize it. The reactants are: [Cl:1][C:2]1[CH:7]=[CH:6][C:5]([C@H:8]([C:21]([N:23]2[CH2:28][CH2:27][N:26]([C:29]3[C:30]4[C@H:37]([CH3:38])[S:36][CH2:35][C:31]=4[N:32]=[CH:33][N:34]=3)[CH2:25][CH2:24]2)=[O:22])[CH2:9][N:10]([CH:18]([CH3:20])[CH3:19])C(=O)OC(C)(C)C)=[CH:4][CH:3]=1.[ClH:39].